From a dataset of Reaction yield outcomes from USPTO patents with 853,638 reactions. Predict the reaction yield, written as a fraction of the theoretical maximum amount of product (1.0 means a 100% yield; for example, 0.34 means a 34% yield). The reactants are [Cl:1][C:2]1[C:3]([N:12]2[CH2:17][CH2:16][CH:15]([N:18]3[CH2:22][CH2:21][C@H:20]([NH:23][C:24]4[CH:29]=[CH:28][C:27]([S:30]([CH3:33])(=[O:32])=[O:31])=[CH:26][C:25]=4[F:34])[C:19]3=[O:35])[CH2:14][CH2:13]2)=[N:4][CH:5]=[C:6]([CH:11]=1)[C:7](OC)=[O:8].[Li+].[BH4-]. The yield is 0.110. The catalyst is C1COCC1.C(Cl)Cl. The product is [Cl:1][C:2]1[C:3]([N:12]2[CH2:13][CH2:14][CH:15]([N:18]3[CH2:22][CH2:21][C@H:20]([NH:23][C:24]4[CH:29]=[CH:28][C:27]([S:30]([CH3:33])(=[O:31])=[O:32])=[CH:26][C:25]=4[F:34])[C:19]3=[O:35])[CH2:16][CH2:17]2)=[N:4][CH:5]=[C:6]([CH2:7][OH:8])[CH:11]=1.